Dataset: Forward reaction prediction with 1.9M reactions from USPTO patents (1976-2016). Task: Predict the product of the given reaction. (1) Given the reactants F[C:2]1[CH:7]=[C:6]([C:8]2[CH:13]=[CH:12][CH:11]=[C:10]([NH:14][CH2:15][C:16]3([C:22]#[N:23])[CH2:21][CH2:20][O:19][CH2:18][CH2:17]3)[N:9]=2)[C:5]([F:24])=[CH:4][N:3]=1.C(=O)([O-])[O-].[K+].[K+].[NH2:31][C@H:32]1[CH2:37][CH2:36][C@H:35]([NH2:38])[CH2:34][CH2:33]1, predict the reaction product. The product is: [NH2:31][C@H:32]1[CH2:37][CH2:36][C@H:35]([NH:38][C:2]2[CH:7]=[C:6]([C:8]3[CH:13]=[CH:12][CH:11]=[C:10]([NH:14][CH2:15][C:16]4([C:22]#[N:23])[CH2:21][CH2:20][O:19][CH2:18][CH2:17]4)[N:9]=3)[C:5]([F:24])=[CH:4][N:3]=2)[CH2:34][CH2:33]1. (2) Given the reactants [F:1][C:2]([F:26])([F:25])[C:3]1[CH:20]=[C:19]([C:21]([F:24])([F:23])[F:22])[CH:18]=[CH:17][C:4]=1[CH2:5][N:6]1[C:14]2[C:9](=[CH:10][C:11]([CH:15]=O)=[CH:12][CH:13]=2)[CH:8]=[N:7]1.O1CCCCC1[O:33][N:34]1[C:38](=[O:39])[CH2:37][S:36][C:35]1=[O:40], predict the reaction product. The product is: [F:26][C:2]([F:1])([F:25])[C:3]1[CH:20]=[C:19]([C:21]([F:22])([F:23])[F:24])[CH:18]=[CH:17][C:4]=1[CH2:5][N:6]1[C:14]2[C:9](=[CH:10][C:11](/[CH:15]=[C:37]3/[C:38](=[O:39])[N:34]([OH:33])[C:35](=[O:40])[S:36]/3)=[CH:12][CH:13]=2)[CH:8]=[N:7]1. (3) Given the reactants [Br:1][C:2]1[CH:9]=[CH:8][C:5]([CH2:6]Br)=[CH:4][CH:3]=1.[C:10]1([CH:16]2[CH2:21][CH2:20][CH2:19]CN2)[CH:15]=[CH:14][CH:13]=[CH:12][CH:11]=1.C(=O)([O-])[O-].[K+].[K+].[C:28](#[N:30])C, predict the reaction product. The product is: [Br:1][C:2]1[CH:9]=[CH:8][C:5]([CH2:6][N:30]2[CH2:19][CH2:20][CH2:21][CH:16]([C:10]3[CH:11]=[CH:12][CH:13]=[CH:14][CH:15]=3)[CH2:28]2)=[CH:4][CH:3]=1. (4) Given the reactants [C:1]([O:5][C:6](=[O:16])[NH:7][C@H:8]([CH2:14][OH:15])[CH2:9][C:10]([CH3:13])([CH3:12])[CH3:11])([CH3:4])([CH3:3])[CH3:2].[S:17](Cl)([C:20]1[CH:26]=[CH:25][C:23]([CH3:24])=[CH:22][CH:21]=1)(=[O:19])=[O:18], predict the reaction product. The product is: [C:1]([O:5][C:6]([NH:7][C@@H:8]([CH2:9][C:10]([CH3:13])([CH3:12])[CH3:11])[CH2:14][O:15][S:17]([C:20]1[CH:26]=[CH:25][C:23]([CH3:24])=[CH:22][CH:21]=1)(=[O:19])=[O:18])=[O:16])([CH3:4])([CH3:2])[CH3:3]. (5) Given the reactants [CH3:1][N:2]([CH3:17])[S:3]([N:6]1[C:10]2[CH2:11][CH2:12][CH2:13][CH2:14][C:9]=2[N:8]=[C:7]1[CH:15]=O)(=[O:5])=[O:4].[N:18]1[C:27]2[CH:26]([NH:28][CH2:29][CH2:30][CH2:31][CH2:32][N:33]3[C:41](=[O:42])[C:40]4[C:35](=[CH:36][CH:37]=[CH:38][CH:39]=4)[C:34]3=[O:43])[CH2:25][CH2:24][CH2:23][C:22]=2[CH:21]=[CH:20][CH:19]=1.C(O[BH-](OC(=O)C)OC(=O)C)(=O)C.[Na+].C([O-])(O)=O.[Na+], predict the reaction product. The product is: [CH3:1][N:2]([CH3:17])[S:3]([N:6]1[C:10]2[CH2:11][CH2:12][CH2:13][CH2:14][C:9]=2[N:8]=[C:7]1[CH2:15][N:28]([CH2:29][CH2:30][CH2:31][CH2:32][N:33]1[C:34](=[O:43])[C:35]2[C:40](=[CH:39][CH:38]=[CH:37][CH:36]=2)[C:41]1=[O:42])[CH:26]1[C:27]2[N:18]=[CH:19][CH:20]=[CH:21][C:22]=2[CH2:23][CH2:24][CH2:25]1)(=[O:5])=[O:4].